This data is from Catalyst prediction with 721,799 reactions and 888 catalyst types from USPTO. The task is: Predict which catalyst facilitates the given reaction. (1) Reactant: Br[C:2]1[CH:7]=[CH:6][C:5]([C:8]2[O:9][C:10]([C:13]3[CH:18]=[CH:17][CH:16]=[CH:15][CH:14]=3)=[N:11][N:12]=2)=[CH:4][CH:3]=1.[CH3:19][CH2:20][CH2:21][CH2:22][CH2:23][CH3:24].[CH2:25]([Li])[CH2:26][CH2:27][CH3:28].[C:30]([C:34]1[CH:47]=[CH:46][C:45]2[C:44](=[O:48])[C:43]3[C:38](=[CH:39][CH:40]=[CH:41][CH:42]=3)[C:37](=[O:49])[C:36]=2[CH:35]=1)([CH3:33])([CH3:32])[CH3:31]. Product: [C:30]([C:34]1[CH:47]=[CH:46][C:45]2[C:44]([C:2]3[CH:7]=[CH:6][C:5]([C:8]4[O:9][C:10]([C:13]5[CH:18]=[CH:17][CH:16]=[CH:15][CH:14]=5)=[N:11][N:12]=4)=[CH:4][CH:3]=3)([OH:48])[C:43]3[C:38](=[CH:39][CH:40]=[CH:41][CH:42]=3)[C:37]([C:21]3[CH:20]=[CH:19][C:24]([C:10]4[O:9][C:28]([C:27]5[CH:7]=[CH:2][CH:3]=[CH:25][CH:26]=5)=[N:12][N:11]=4)=[CH:23][CH:22]=3)([OH:49])[C:36]=2[CH:35]=1)([CH3:33])([CH3:31])[CH3:32]. The catalyst class is: 30. (2) Reactant: [C:1]([C:5]1[CH:10]=[CH:9][C:8]([CH:11]([C:13]2[CH:18]=[CH:17][C:16]([O:19][C:20]3[C:29]4[C:24](=[CH:25][C:26]([O:32][CH3:33])=[C:27]([O:30][CH3:31])[CH:28]=4)[N:23]=[CH:22][CH:21]=3)=[CH:15][CH:14]=2)[OH:12])=[CH:7][CH:6]=1)([CH3:4])([CH3:3])[CH3:2].C(N(CC)CC)C.[C:41](OC(=O)C)(=[O:43])[CH3:42].O. Product: [C:41]([O:12][CH:11]([C:8]1[CH:9]=[CH:10][C:5]([C:1]([CH3:4])([CH3:2])[CH3:3])=[CH:6][CH:7]=1)[C:13]1[CH:14]=[CH:15][C:16]([O:19][C:20]2[C:29]3[C:24](=[CH:25][C:26]([O:32][CH3:33])=[C:27]([O:30][CH3:31])[CH:28]=3)[N:23]=[CH:22][CH:21]=2)=[CH:17][CH:18]=1)(=[O:43])[CH3:42]. The catalyst class is: 42. (3) Reactant: [CH3:1][N:2](C=O)C.[F:6][C:7]1[CH:12]=[C:11]([CH2:13]OS(C)(=O)=O)[CH:10]=[CH:9][N:8]=1.[C-]#N.[Na+]. Product: [F:6][C:7]1[CH:12]=[C:11]([CH2:13][C:1]#[N:2])[CH:10]=[CH:9][N:8]=1. The catalyst class is: 13. (4) Reactant: [CH2:1]([O:8][C:9]1[CH:24]=[CH:23][CH:22]=[CH:21][C:10]=1[O:11][C:12]1[CH:17]=[CH:16][C:15]([N+:18]([O-])=O)=[CH:14][CH:13]=1)[C:2]1[CH:7]=[CH:6][CH:5]=[CH:4][CH:3]=1.Cl. Product: [CH2:1]([O:8][C:9]1[CH:24]=[CH:23][CH:22]=[CH:21][C:10]=1[O:11][C:12]1[CH:13]=[CH:14][C:15]([NH2:18])=[CH:16][CH:17]=1)[C:2]1[CH:3]=[CH:4][CH:5]=[CH:6][CH:7]=1. The catalyst class is: 186. (5) Reactant: C(OC([NH:8][C@H:9]1[C:18]2[C:13]3=[C:14]([C:19]4[N:20]([C:23]5[CH:24]=[C:25]([C:36]([O:38][CH3:39])=[O:37])[CH:26]=[CH:27][C:28]=5[C:29]=4[CH:30]4[CH2:35][CH2:34][CH2:33][CH2:32][CH2:31]4)[CH2:21][CH2:22][N:12]3[CH2:11][CH2:10]1)[CH:15]=[CH:16][CH:17]=2)=O)(C)(C)C.Cl. Product: [NH2:8][C@H:9]1[C:18]2[C:13]3=[C:14]([C:19]4[N:20]([C:23]5[CH:24]=[C:25]([C:36]([O:38][CH3:39])=[O:37])[CH:26]=[CH:27][C:28]=5[C:29]=4[CH:30]4[CH2:35][CH2:34][CH2:33][CH2:32][CH2:31]4)[CH2:21][CH2:22][N:12]3[CH2:11][CH2:10]1)[CH:15]=[CH:16][CH:17]=2. The catalyst class is: 135.